From a dataset of Reaction yield outcomes from USPTO patents with 853,638 reactions. Predict the reaction yield, written as a fraction of the theoretical maximum amount of product (1.0 means a 100% yield; for example, 0.34 means a 34% yield). The reactants are [N-:1]=[N+:2]=[N-:3].[Na+].Cl[C:6]1[CH:11]=[CH:10][N:9]=[CH:8][C:7]=1[CH:12]=[O:13].C(OCC)(=O)C. The catalyst is CN(C=O)C. The product is [N:1]([C:6]1[CH:11]=[CH:10][N:9]=[CH:8][C:7]=1[CH:12]=[O:13])=[N+:2]=[N-:3]. The yield is 0.870.